Dataset: Catalyst prediction with 721,799 reactions and 888 catalyst types from USPTO. Task: Predict which catalyst facilitates the given reaction. (1) Reactant: [Br:1][C:2]1[CH:7]=[CH:6][C:5]([C:8]2[N:9]=[CH:10][NH:11][CH:12]=2)=[CH:4][CH:3]=1.[H-].[Na+].Cl[CH2:16][O:17][CH2:18][CH2:19][Si:20]([CH3:23])([CH3:22])[CH3:21]. Product: [Br:1][C:2]1[CH:3]=[CH:4][C:5]([C:8]2[N:9]=[CH:10][N:11]([CH2:16][O:17][CH2:18][CH2:19][Si:20]([CH3:23])([CH3:22])[CH3:21])[CH:12]=2)=[CH:6][CH:7]=1. The catalyst class is: 9. (2) Reactant: [Cl:1][C:2]1[CH:9]=[C:8]([N:10]2[C:14]3[C:15](=[O:22])[O:16][C:17]([CH:20]=[O:21])([CH3:19])[CH2:18][C:13]=3[N:12]=[CH:11]2)[CH:7]=[CH:6][C:3]=1[C:4]#[N:5].CC(=CC)C.[O-:28]Cl=O.[Na+].[NH4+].[Cl-]. Product: [Cl:1][C:2]1[CH:9]=[C:8]([N:10]2[C:14]3[C:15](=[O:22])[O:16][C:17]([CH3:19])([C:20]([OH:28])=[O:21])[CH2:18][C:13]=3[N:12]=[CH:11]2)[CH:7]=[CH:6][C:3]=1[C:4]#[N:5]. The catalyst class is: 371. (3) The catalyst class is: 9. Reactant: C([N:3](CC)CC)C.[CH3:8][O:9][C:10]1[N:15]=[C:14]2[NH:16][C:17]3[C:22]([C:23](O)=[O:24])=[CH:21][C:20]([C:26]4[CH:31]=[CH:30][C:29]([O:32][CH3:33])=[CH:28][CH:27]=4)=[N:19][C:18]=3[C:13]2=[CH:12][CH:11]=1.Cl.CN(C)CCCN=C=NCC.O.ON1C2C=CC=CC=2N=N1.[Cl-].[NH4+]. Product: [CH3:8][O:9][C:10]1[N:15]=[C:14]2[NH:16][C:17]3[C:22]([C:23]([NH2:3])=[O:24])=[CH:21][C:20]([C:26]4[CH:31]=[CH:30][C:29]([O:32][CH3:33])=[CH:28][CH:27]=4)=[N:19][C:18]=3[C:13]2=[CH:12][CH:11]=1. (4) The catalyst class is: 25. Product: [CH:1]([C@H:4]1[CH2:9][CH2:8][C@H:7]([NH:10][C:12]2[C:21]3[C:16](=[CH:17][CH:18]=[CH:19][CH:20]=3)[C:15]([CH2:2][CH2:1][C:4]3[CH:9]=[N:31][C:7]([CH3:8])=[CH:6][CH:5]=3)=[CH:14][N:13]=2)[CH2:6][CH2:5]1)([CH3:3])[CH3:2]. Reactant: [CH:1]([C@H:4]1[CH2:9][CH2:8][C@H:7]([NH2:10])[CH2:6][CH2:5]1)([CH3:3])[CH3:2].Cl[C:12]1[C:21]2[C:16](=[CH:17][CH:18]=[CH:19][CH:20]=2)[CH:15]=[C:14](CCC2C=NC(C)=CC=2)[N:13]=1.[NH3:31].O.